Dataset: Forward reaction prediction with 1.9M reactions from USPTO patents (1976-2016). Task: Predict the product of the given reaction. (1) Given the reactants N1C2C(=CC=CC=2)C=CC=1.N1[C:19]2[C:14](=[C:15]([N:20]3[CH2:25][CH2:24][N:23]([CH2:26][C:27]4[CH:36]=[CH:35][C:34]5[C:29](=[CH:30][CH:31]=[CH:32][CH:33]=5)[N:28]=4)[CH2:22][CH2:21]3)[CH:16]=[CH:17][CH:18]=2)C=C1.[O:37]1C2C=CC=C(N3CCNCC3)C=2[O:40][CH2:39][CH2:38]1, predict the reaction product. The product is: [O:37]1[C:19]2[CH:18]=[CH:17][CH:16]=[C:15]([N:20]3[CH2:25][CH2:24][N:23]([CH2:26][C:27]4[CH:36]=[CH:35][C:34]5[C:29](=[CH:30][CH:31]=[CH:32][CH:33]=5)[N:28]=4)[CH2:22][CH2:21]3)[C:14]=2[O:40][CH2:39][CH2:38]1. (2) Given the reactants [CH3:1][O:2][C:3]1[CH:4]=[C:5]([C:9]2[O:10][C:11]([C:15]([OH:17])=O)=[C:12]([CH3:14])[N:13]=2)[CH:6]=[CH:7][CH:8]=1.[N:18]1[CH:23]=[CH:22][CH:21]=[CH:20][C:19]=1[CH2:24][NH:25][CH2:26][C:27]([O:29][CH3:30])=[O:28], predict the reaction product. The product is: [CH3:1][O:2][C:3]1[CH:4]=[C:5]([C:9]2[O:10][C:11]([C:15]([N:25]([CH2:26][C:27]([O:29][CH3:30])=[O:28])[CH2:24][C:19]3[CH:20]=[CH:21][CH:22]=[CH:23][N:18]=3)=[O:17])=[C:12]([CH3:14])[N:13]=2)[CH:6]=[CH:7][CH:8]=1. (3) Given the reactants [CH3:1][N:2]([CH2:4][CH2:5][CH2:6][C:7]1([C:18]2[CH:19]=[CH:20][C:21]([F:24])=[CH:22][CH:23]=2)[O:15][CH2:14][C:13]2[CH:12]=[C:11]([C:16]#N)[CH:10]=[CH:9][C:8]1=2)[CH3:3].Br.C(=O)([O-])[O-:27].[Na+].[Na+], predict the reaction product. The product is: [CH3:1][N:2]([CH3:3])[CH2:4][CH2:5][CH2:6][C:7]1([C:18]2[CH:23]=[CH:22][C:21]([F:24])=[CH:20][CH:19]=2)[C:8]2[CH:9]=[CH:10][C:11]([CH:16]=[O:27])=[CH:12][C:13]=2[CH2:14][O:15]1. (4) Given the reactants [O:1]1[C:5]2[CH:6]=[CH:7][CH:8]=[CH:9][C:4]=2[N:3]=[C:2]1[NH:10][C:11]1[C:16]([Cl:17])=[CH:15][C:14]([CH2:18][C:19]([O:21]CC)=[O:20])=[C:13]([F:24])[CH:12]=1.[OH-].[Na+], predict the reaction product. The product is: [O:1]1[C:5]2[CH:6]=[CH:7][CH:8]=[CH:9][C:4]=2[N:3]=[C:2]1[NH:10][C:11]1[C:16]([Cl:17])=[CH:15][C:14]([CH2:18][C:19]([OH:21])=[O:20])=[C:13]([F:24])[CH:12]=1. (5) Given the reactants Cl[C:2]1[CH:7]=[CH:6][N:5]=[C:4]([CH2:8][O:9][C:10]2[CH:15]=[CH:14][CH:13]=[CH:12][C:11]=2[CH2:16][C:17]([O:19]C)=[O:18])[CH:3]=1.Cl.[NH2:22][CH2:23][C:24]1[C:25]([F:33])=[C:26](B(O)O)[CH:27]=[CH:28][CH:29]=1, predict the reaction product. The product is: [NH2:22][CH2:23][C:24]1[C:25]([F:33])=[C:26]([C:2]2[CH:7]=[CH:6][N:5]=[C:4]([CH2:8][O:9][C:10]3[CH:15]=[CH:14][CH:13]=[CH:12][C:11]=3[CH2:16][C:17]([OH:19])=[O:18])[CH:3]=2)[CH:27]=[CH:28][CH:29]=1. (6) Given the reactants [Cl:1][C:2]1[S:6][C:5]([C:7]([NH:9][CH2:10][C@H:11]([OH:28])[CH2:12][NH:13][C:14]2[CH:19]=[CH:18][C:17]([N:20]3[CH2:25][CH2:24][O:23][CH2:22][C:21]3=[O:26])=[CH:16][C:15]=2[F:27])=[O:8])=[CH:4][CH:3]=1.[C:29](N1C=CN=C1)(N1C=CN=C1)=[O:30], predict the reaction product. The product is: [Cl:1][C:2]1[S:6][C:5]([C:7]([NH:9][CH2:10][C@@H:11]2[O:28][C:29](=[O:30])[N:13]([C:14]3[CH:19]=[CH:18][C:17]([N:20]4[CH2:25][CH2:24][O:23][CH2:22][C:21]4=[O:26])=[CH:16][C:15]=3[F:27])[CH2:12]2)=[O:8])=[CH:4][CH:3]=1. (7) The product is: [CH2:27]([O:29][C:30](=[O:39])[CH2:31][N:32]1[C:36](=[O:37])/[C:35](=[CH:17]/[C:15]2[O:16][C:12]([C:8]3[CH:9]=[CH:10][CH:11]=[C:6]([Sn:5]([CH2:1][CH2:2][CH2:3][CH3:4])([CH2:23][CH2:24][CH2:25][CH3:26])[CH2:19][CH2:20][CH2:21][CH3:22])[CH:7]=3)=[CH:13][CH:14]=2)/[NH:34][C:33]1=[S:38])[CH3:28]. Given the reactants [CH2:1]([Sn:5]([CH2:23][CH2:24][CH2:25][CH3:26])([CH2:19][CH2:20][CH2:21][CH3:22])[C:6]1[CH:7]=[C:8]([C:12]2[O:16][C:15]([CH:17]=O)=[CH:14][CH:13]=2)[CH:9]=[CH:10][CH:11]=1)[CH2:2][CH2:3][CH3:4].[CH2:27]([O:29][C:30](=[O:39])[CH2:31][N:32]1[C:36](=[O:37])[CH2:35][NH:34][C:33]1=[S:38])[CH3:28].N1CCCCC1, predict the reaction product.